Dataset: Catalyst prediction with 721,799 reactions and 888 catalyst types from USPTO. Task: Predict which catalyst facilitates the given reaction. Reactant: [Br:1][C:2]1[C:3]([NH2:14])=[N:4][C:5]([N:9]2[CH:13]=[CH:12][CH:11]=[N:10]2)=[N:6][C:7]=1Cl.FC(F)(F)[CH2:17][O-:18].[Na+]. Product: [Br:1][C:2]1[C:3]([NH2:14])=[N:4][C:5]([N:9]2[CH:13]=[CH:12][CH:11]=[N:10]2)=[N:6][C:7]=1[O:18][CH3:17]. The catalyst class is: 836.